From a dataset of Full USPTO retrosynthesis dataset with 1.9M reactions from patents (1976-2016). Predict the reactants needed to synthesize the given product. (1) Given the product [NH:24]1[CH2:23][CH:22]([N:21]2[C:14]3[C:13]([O:12][C:11]4[CH:10]=[CH:9][C:8]([O:1][C:2]5[CH:7]=[CH:6][CH:5]=[CH:4][CH:3]=5)=[CH:34][CH:33]=4)=[N:18][CH:17]=[N:16][C:15]=3[CH:19]=[CH:20]2)[CH2:25]1, predict the reactants needed to synthesize it. The reactants are: [O:1]([C:8]1[CH:34]=[CH:33][C:11]([O:12][C:13]2[C:14]3[N:21]([CH:22]4[CH2:25][N:24](C(OC(C)(C)C)=O)[CH2:23]4)[CH:20]=[CH:19][C:15]=3[N:16]=[CH:17][N:18]=2)=[CH:10][CH:9]=1)[C:2]1[CH:7]=[CH:6][CH:5]=[CH:4][CH:3]=1.Cl. (2) Given the product [C:50]([OH:57])(=[O:56])/[CH:51]=[CH:52]/[C:53]([OH:55])=[O:54].[CH:48]([NH:47][C:35]1[CH:34]=[C:33]([C@@H:31]([OH:32])[CH2:30][NH:8][CH2:9][CH2:10][CH2:11][CH2:12][CH2:13][CH2:14][O:15][CH2:16][CH2:17][CH2:18][CH2:19][C:20]2[CH:21]=[C:22]([S:26]([NH2:29])(=[O:28])=[O:27])[CH:23]=[CH:24][CH:25]=2)[CH:38]=[CH:37][C:36]=1[OH:39])=[O:49], predict the reactants needed to synthesize it. The reactants are: C([N:8]([CH2:30][C@@H:31]([C:33]1[CH:38]=[CH:37][C:36]([O:39]CC2C=CC=CC=2)=[C:35]([NH:47][CH:48]=[O:49])[CH:34]=1)[OH:32])[CH2:9][CH2:10][CH2:11][CH2:12][CH2:13][CH2:14][O:15][CH2:16][CH2:17][C:18]#[C:19][C:20]1[CH:21]=[C:22]([S:26]([NH2:29])(=[O:28])=[O:27])[CH:23]=[CH:24][CH:25]=1)C1C=CC=CC=1.[C:50]([OH:57])(=[O:56])/[CH:51]=[CH:52]/[C:53]([OH:55])=[O:54].